Dataset: Catalyst prediction with 721,799 reactions and 888 catalyst types from USPTO. Task: Predict which catalyst facilitates the given reaction. (1) Reactant: [NH2:1][C:2]1[CH:7]=[CH:6][C:5]([S:8]([C:11]2[CH:16]=[CH:15][CH:14]=[CH:13][CH:12]=2)(=[O:10])=[O:9])=[CH:4][C:3]=1[OH:17].N1C=CC=CC=1.[Br:24][C:25]([CH3:30])([CH3:29])[C:26](Cl)=O. Product: [C:11]1([S:8]([C:5]2[CH:6]=[CH:7][C:2]([NH:1][CH2:26][C:25]([Br:24])([CH3:30])[CH3:29])=[C:3]([OH:17])[CH:4]=2)(=[O:10])=[O:9])[CH:16]=[CH:15][CH:14]=[CH:13][CH:12]=1. The catalyst class is: 13. (2) Reactant: [Cl:1][C:2]1[N:7]=[C:6]([N:8]([C:16]([O:18][C:19]([CH3:22])([CH3:21])[CH3:20])=[O:17])[C:9]([O:11][C:12]([CH3:15])([CH3:14])[CH3:13])=[O:10])[N:5]=[C:4]2[N:23]([CH2:34][C:35]3[CH:40]=[CH:39][C:38]([O:41][CH3:42])=[CH:37][CH:36]=3)[N:24]=[C:25]([CH2:26][CH:27]3[CH2:31][O:30]C(C)(C)[O:28]3)[C:3]=12.C1(C)C=CC(S([O-])(=O)=O)=CC=1.[NH+]1C=CC=CC=1. Product: [Cl:1][C:2]1[N:7]=[C:6]([N:8]([C:16]([O:18][C:19]([CH3:20])([CH3:21])[CH3:22])=[O:17])[C:9]([O:11][C:12]([CH3:14])([CH3:15])[CH3:13])=[O:10])[N:5]=[C:4]2[N:23]([CH2:34][C:35]3[CH:36]=[CH:37][C:38]([O:41][CH3:42])=[CH:39][CH:40]=3)[N:24]=[C:25]([CH2:26][CH:27]([OH:28])[CH2:31][OH:30])[C:3]=12. The catalyst class is: 5. (3) Reactant: [C:1]1([C:7]2[O:11][CH:10]=[N:9][C:8]=2[C:12]([OH:14])=O)[CH:6]=[CH:5][CH:4]=[CH:3][CH:2]=1.[NH:15]1[CH2:19][CH2:18][CH2:17][CH:16]1[CH2:20][C:21]1[CH:22]=[N:23][CH:24]=[CH:25][CH:26]=1.F[B-](F)(F)F.N1(OC(N(C)C)=[N+](C)C)C2C=CC=CC=2N=N1.C(N(C(C)C)CC)(C)C. Product: [C:1]1([C:7]2[O:11][CH:10]=[N:9][C:8]=2[C:12]([N:15]2[CH2:19][CH2:18][CH2:17][CH:16]2[CH2:20][C:21]2[CH:22]=[N:23][CH:24]=[CH:25][CH:26]=2)=[O:14])[CH:2]=[CH:3][CH:4]=[CH:5][CH:6]=1. The catalyst class is: 9. (4) Reactant: [C:1]1(B(O)O)[CH:6]=[CH:5][CH:4]=[CH:3][CH:2]=1.Br[C:11]1[S:12][CH:13]=[C:14]([Br:16])[N:15]=1. Product: [C:1]1([C:11]2[S:12][CH:13]=[C:14]([Br:16])[N:15]=2)[CH:6]=[CH:5][CH:4]=[CH:3][CH:2]=1. The catalyst class is: 73. (5) Reactant: [CH3:1][O:2][CH2:3][C@H:4]([CH3:31])[O:5][C:6]1[CH:7]=[C:8]([C:23]2[NH:27][C:26]([C:28]([OH:30])=O)=[CH:25][CH:24]=2)[CH:9]=[C:10]([O:12][C:13]2[CH:14]=[N:15][C:16]([S:19]([CH3:22])(=[O:21])=[O:20])=[CH:17][CH:18]=2)[CH:11]=1.[NH2:32][C@H:33]([CH3:48])[C@H:34]([OH:47])[CH2:35][O:36][Si:37]([CH:44]([CH3:46])[CH3:45])([CH:41]([CH3:43])[CH3:42])[CH:38]([CH3:40])[CH3:39].C1C=CC2N(O)N=NC=2C=1.O.CN1CCOCC1.CCN=C=NCCCN(C)C.Cl. Product: [OH:47][C@H:34]([CH2:35][O:36][Si:37]([CH:44]([CH3:46])[CH3:45])([CH:38]([CH3:40])[CH3:39])[CH:41]([CH3:42])[CH3:43])[C@H:33]([NH:32][C:28]([C:26]1[NH:27][C:23]([C:8]2[CH:9]=[C:10]([O:12][C:13]3[CH:14]=[N:15][C:16]([S:19]([CH3:22])(=[O:20])=[O:21])=[CH:17][CH:18]=3)[CH:11]=[C:6]([O:5][C@@H:4]([CH3:31])[CH2:3][O:2][CH3:1])[CH:7]=2)=[CH:24][CH:25]=1)=[O:30])[CH3:48]. The catalyst class is: 391. (6) Reactant: [Br:1][C:2]1[CH:11]=[C:10]2[C:5]([N:6](C(=O)C(F)(F)F)[C@@H:7]([CH3:19])[CH2:8][N:9]2[C:12]([O:14][C:15]([CH3:18])([CH3:17])[CH3:16])=[O:13])=[CH:4][CH:3]=1.C(=O)(O)[O-].[Na+]. Product: [Br:1][C:2]1[CH:11]=[C:10]2[C:5]([NH:6][C@@H:7]([CH3:19])[CH2:8][N:9]2[C:12]([O:14][C:15]([CH3:18])([CH3:17])[CH3:16])=[O:13])=[CH:4][CH:3]=1. The catalyst class is: 8. (7) Reactant: Br[CH2:2][CH2:3][O:4][C:5]1[CH:10]=[CH:9][C:8]([CH2:11][C@H:12]([NH:17][C:18]([O:20][C:21]([CH3:24])([CH3:23])[CH3:22])=[O:19])[C:13]([O:15][CH3:16])=[O:14])=[CH:7][CH:6]=1.[N-:25]=[N+:26]=[N-:27].[Na+]. The catalyst class is: 18. Product: [N:25]([CH2:2][CH2:3][O:4][C:5]1[CH:10]=[CH:9][C:8]([CH2:11][C@H:12]([NH:17][C:18]([O:20][C:21]([CH3:24])([CH3:23])[CH3:22])=[O:19])[C:13]([O:15][CH3:16])=[O:14])=[CH:7][CH:6]=1)=[N+:26]=[N-:27]. (8) Reactant: [Br:1][C:2]1[CH:3]=[C:4]([CH:7]=[C:8]([F:10])[CH:9]=1)[CH:5]=[O:6]. Product: [Br:1][C:2]1[CH:3]=[C:4]([CH:7]=[C:8]([F:10])[CH:9]=1)[CH2:5][OH:6]. The catalyst class is: 5. (9) Reactant: ClC(Cl)(O[C:5](=[O:11])OC(Cl)(Cl)Cl)Cl.[CH2:13]([N:20]1[CH2:25][CH2:24][CH:23]([N:26]2[C:30]3[N:31]=[C:32]([C:41]4[CH:46]=[CH:45][C:44]([NH2:47])=[CH:43][CH:42]=4)[N:33]=[C:34]([N:35]4[CH2:40][CH2:39][O:38][CH2:37][CH2:36]4)[C:29]=3[N:28]=[N:27]2)[CH2:22][CH2:21]1)[C:14]1[CH:19]=[CH:18][CH:17]=[CH:16][CH:15]=1.[CH3:48][NH2:49]. Product: [CH2:13]([N:20]1[CH2:21][CH2:22][CH:23]([N:26]2[C:30]3[N:31]=[C:32]([C:41]4[CH:46]=[CH:45][C:44]([NH:47][C:5]([NH:49][CH3:48])=[O:11])=[CH:43][CH:42]=4)[N:33]=[C:34]([N:35]4[CH2:40][CH2:39][O:38][CH2:37][CH2:36]4)[C:29]=3[N:28]=[N:27]2)[CH2:24][CH2:25]1)[C:14]1[CH:19]=[CH:18][CH:17]=[CH:16][CH:15]=1. The catalyst class is: 22.